From a dataset of Reaction yield outcomes from USPTO patents with 853,638 reactions. Predict the reaction yield, written as a fraction of the theoretical maximum amount of product (1.0 means a 100% yield; for example, 0.34 means a 34% yield). (1) The reactants are [CH3:1][O:2][CH2:3][CH:4]([NH:6][C:7]([C:9]1[CH:10]=[C:11]([C:16]2[CH:21]=[CH:20][C:19]([CH3:22])=[CH:18][CH:17]=2)[CH:12]=[C:13](I)[CH:14]=1)=[O:8])[CH3:5].[Li+].[Cl-].CCN(C(C)C)C(C)C.[C:34](OC(=O)C)(=[O:36])[CH3:35]. The catalyst is CN(C=O)C.CCOC(C)=O.C1C=CC(/C=C/C(/C=C/C2C=CC=CC=2)=O)=CC=1.C1C=CC(/C=C/C(/C=C/C2C=CC=CC=2)=O)=CC=1.C1C=CC(/C=C/C(/C=C/C2C=CC=CC=2)=O)=CC=1.[Pd].[Pd]. The product is [CH3:1][O:2][CH2:3][CH:4]([NH:6][C:7]([C:9]1[CH:10]=[C:11]([C:16]2[CH:21]=[CH:20][C:19]([CH3:22])=[CH:18][CH:17]=2)[CH:12]=[C:13]([C:34](=[O:36])[CH3:35])[CH:14]=1)=[O:8])[CH3:5]. The yield is 0.750. (2) The reactants are [CH:1]1([CH2:4][O:5][C:6]2[CH:7]=[CH:8][C:9]([OH:15])=[C:10]([C:12](=O)[CH3:13])[CH:11]=2)[CH2:3][CH2:2]1.BrC[C:18](=[O:22])[CH:19]([CH3:21])[CH3:20].[C:23](=O)([O-])[O-].[K+].[K+].O. The catalyst is CN(C)C=O. The product is [CH:1]1([CH2:4][O:5][C:6]2[CH:7]=[CH:8][C:9]3[O:15][C:13]([C:18](=[O:22])[CH:19]([CH3:21])[CH3:20])=[C:12]([CH3:23])[C:10]=3[CH:11]=2)[CH2:3][CH2:2]1. The yield is 0.450. (3) The reactants are [O:1]1[CH2:6][CH2:5][CH2:4][CH2:3][CH:2]1[O:7][CH2:8][CH2:9][C:10]#[CH:11].C([Mg]Cl)C.[CH2:16]=[O:17].[Cl-].[NH4+]. The catalyst is C1COCC1. The product is [O:1]1[CH2:6][CH2:5][CH2:4][CH2:3][CH:2]1[O:7][CH2:8][CH2:9][C:10]#[C:11][CH2:16][OH:17]. The yield is 0.880. (4) The reactants are [NH2:1][C:2]1[CH:7]=[CH:6][C:5]([C:8]2[C:9]([NH2:24])=[N:10][C:11]([NH2:23])=[N:12][C:13]=2[CH2:14][O:15][CH2:16][C:17]2[CH:22]=[CH:21][CH:20]=[CH:19][CH:18]=2)=[CH:4][CH:3]=1.[Cl:25][C:26]1[CH:33]=[CH:32][C:29]([CH:30]=O)=[CH:28][CH:27]=1.[BH3-]C#N.[Na+].CCOC(C)=O. The catalyst is CO.CC([O-])=O.[Na+].CC(O)=O. The product is [CH2:16]([O:15][CH2:14][C:13]1[N:12]=[C:11]([NH2:23])[N:10]=[C:9]([NH2:24])[C:8]=1[C:5]1[CH:6]=[CH:7][C:2]([NH:1][CH2:30][C:29]2[CH:32]=[CH:33][C:26]([Cl:25])=[CH:27][CH:28]=2)=[CH:3][CH:4]=1)[C:17]1[CH:22]=[CH:21][CH:20]=[CH:19][CH:18]=1. The yield is 0.695. (5) The reactants are [CH3:1][CH2:2][O:3][C:4](/[C:6](/Cl)=[N:7]\[OH:8])=[O:5].[C:10]([O:14][C:15]([NH:17][CH2:18][C:19]#[CH:20])=[O:16])([CH3:13])([CH3:12])[CH3:11].C(N(CC)CC)C. The catalyst is C1COCC1. The product is [CH2:2]([O:3][C:4]([C:6]1[CH:20]=[C:19]([CH2:18][NH:17][C:15]([O:14][C:10]([CH3:13])([CH3:12])[CH3:11])=[O:16])[O:8][N:7]=1)=[O:5])[CH3:1]. The yield is 0.600. (6) The reactants are [CH3:1][O:2][C:3]1[CH:33]=[CH:32][C:6]([CH2:7][N:8]([C:26]2[CH:31]=[CH:30][CH:29]=[CH:28][CH:27]=2)[C:9]2[C:10]3[N:11]([CH:23]=[CH:24][N:25]=3)[N:12]=[C:13]([CH2:15][N:16]3[CH2:21][CH2:20][C:19](=O)[CH2:18][CH2:17]3)[CH:14]=2)=[CH:5][CH:4]=1.C1COCC1.[CH2:39]([NH2:46])[C:40]1[CH:45]=[CH:44][CH:43]=[CH:42][CH:41]=1.C(O[BH-](OC(=O)C)OC(=O)C)(=O)C.[Na+]. The catalyst is C(OCC)(=O)C.[OH-].[Na+]. The product is [CH2:39]([NH:46][CH:19]1[CH2:18][CH2:17][N:16]([CH2:15][C:13]2[CH:14]=[C:9]([N:8]([CH2:7][C:6]3[CH:32]=[CH:33][C:3]([O:2][CH3:1])=[CH:4][CH:5]=3)[C:26]3[CH:27]=[CH:28][CH:29]=[CH:30][CH:31]=3)[C:10]3[N:11]([CH:23]=[CH:24][N:25]=3)[N:12]=2)[CH2:21][CH2:20]1)[C:40]1[CH:45]=[CH:44][CH:43]=[CH:42][CH:41]=1. The yield is 0.860. (7) The reactants are [NH2:1][C:2]1[N:7]=[CH:6][N:5]=[C:4]([NH:8][C@H:9]([C:11]2[N:16]([C:17]3[CH:22]=[CH:21][CH:20]=[CH:19][CH:18]=3)[C:15](=[O:23])[C:14]3=[C:24]([CH3:27])[CH:25]=[CH:26][N:13]3[N:12]=2)[CH3:10])[C:3]=1Br.[CH2:29]([NH:31][C:32]1[N:37]=[CH:36][C:35](B(O)O)=[CH:34][C:33]=1[NH:41][S:42]([C:45]1[CH:50]=[CH:49][C:48]([O:51][CH3:52])=[CH:47][CH:46]=1)(=[O:44])=[O:43])[CH3:30].C(=O)([O-])[O-].[Cs+].[Cs+]. No catalyst specified. The product is [NH2:1][C:2]1[C:3]([C:35]2[CH:34]=[C:33]([NH:41][S:42]([C:45]3[CH:46]=[CH:47][C:48]([O:51][CH3:52])=[CH:49][CH:50]=3)(=[O:44])=[O:43])[C:32]([NH:31][CH2:29][CH3:30])=[N:37][CH:36]=2)=[C:4]([NH:8][C@H:9]([C:11]2[N:16]([C:17]3[CH:22]=[CH:21][CH:20]=[CH:19][CH:18]=3)[C:15](=[O:23])[C:14]3=[C:24]([CH3:27])[CH:25]=[CH:26][N:13]3[N:12]=2)[CH3:10])[N:5]=[CH:6][N:7]=1. The yield is 0.480. (8) The reactants are [CH3:1][N:2]([CH3:6])[CH2:3][CH2:4][NH2:5].Cl[C:8]1[N:9]=[N+:10]([O-:21])[C:11]2[CH:17]=[C:16]3[O:18][CH2:19][O:20][C:15]3=[CH:14][C:12]=2[N:13]=1. The catalyst is COCCOC. The product is [CH3:1][N:2]([CH3:6])[CH2:3][CH2:4][NH:5][C:8]1[N:9]=[N+:10]([O-:21])[C:11]2[CH:17]=[C:16]3[O:18][CH2:19][O:20][C:15]3=[CH:14][C:12]=2[N:13]=1. The yield is 0.880. (9) The reactants are [CH2:1]([N:8]1[CH:12]=[C:11]([C:13]2[NH:21][C:20]3[C:19](=[O:22])[N:18]([CH2:23][CH2:24][CH3:25])[C:17](Cl)=[N:16][C:15]=3[N:14]=2)[CH:10]=[N:9]1)[C:2]1[CH:7]=[CH:6][CH:5]=[CH:4][CH:3]=1. The catalyst is C(O)C.[Pd]. The product is [CH2:1]([N:8]1[CH:12]=[C:11]([C:13]2[NH:21][C:20]3[C:19](=[O:22])[N:18]([CH2:23][CH2:24][CH3:25])[CH:17]=[N:16][C:15]=3[N:14]=2)[CH:10]=[N:9]1)[C:2]1[CH:7]=[CH:6][CH:5]=[CH:4][CH:3]=1. The yield is 0.390.